This data is from Forward reaction prediction with 1.9M reactions from USPTO patents (1976-2016). The task is: Predict the product of the given reaction. (1) Given the reactants Cl.[Cl:2][C:3]1[CH:27]=[C:26]([NH:28][C:29]([NH:31][C:32]2[CH:37]=[N:36][C:35]([C:38]#[N:39])=[CH:34][N:33]=2)=[O:30])[CH:25]=[CH:24][C:4]=1[CH2:5][CH2:6][N:7]([CH2:15][C:16]1[CH:21]=[CH:20][CH:19]=[CH:18][C:17]=1[O:22][CH3:23])[C:8](=[O:14])[O:9][C:10]([CH3:13])([CH3:12])[CH3:11].CCCCC, predict the reaction product. The product is: [ClH:2].[Cl:2][C:3]1[CH:27]=[C:26]([NH:28][C:29]([NH:31][C:32]2[CH:37]=[N:36][C:35]([C:38]#[N:39])=[CH:34][N:33]=2)=[O:30])[CH:25]=[CH:24][C:4]=1[CH2:5][CH2:6][N:7]([CH2:15][C:16]1[CH:21]=[CH:20][CH:19]=[CH:18][C:17]=1[O:22][CH3:23])[C:8](=[O:14])[O:9][C:10]([CH3:12])([CH3:11])[CH3:13]. (2) Given the reactants [I-].[C:2]([NH:15][CH2:16][CH2:17][CH2:18][N+:19]([CH3:22])([CH3:21])[CH3:20])(=[O:14])[CH2:3][CH2:4][CH2:5][CH2:6][CH2:7][CH2:8][CH2:9][CH2:10][CH2:11][CH2:12][CH3:13].[C:23]1([B-:29]([C:42]2[CH:47]=[CH:46][CH:45]=[CH:44][CH:43]=2)([C:36]2[CH:41]=[CH:40][CH:39]=[CH:38][CH:37]=2)[C:30]2[CH:35]=[CH:34][CH:33]=[CH:32][CH:31]=2)[CH:28]=[CH:27][CH:26]=[CH:25][CH:24]=1.[Na+], predict the reaction product. The product is: [C:42]1([B-:29]([C:23]2[CH:24]=[CH:25][CH:26]=[CH:27][CH:28]=2)([C:30]2[CH:31]=[CH:32][CH:33]=[CH:34][CH:35]=2)[C:36]2[CH:41]=[CH:40][CH:39]=[CH:38][CH:37]=2)[CH:43]=[CH:44][CH:45]=[CH:46][CH:47]=1.[C:2]([NH:15][CH2:16][CH2:17][CH2:18][N+:19]([CH3:22])([CH3:21])[CH3:20])(=[O:14])[CH2:3][CH2:4][CH2:5][CH2:6][CH2:7][CH2:8][CH2:9][CH2:10][CH2:11][CH2:12][CH3:13]. (3) Given the reactants [CH3:1][O:2][C:3]1[C:4]([O:26][CH2:27][CH2:28][CH2:29][O:30][CH3:31])=[CH:5][C:6]2[CH2:15][CH:14]([CH2:16][O:17][CH3:18])[N:13]3[C:8](=[CH:9][C:10](=[O:24])[C:11]([C:19]([O:21]CC)=[O:20])=[CH:12]3)[C:7]=2[CH:25]=1.[Li+].[OH-].Cl, predict the reaction product. The product is: [CH3:1][O:2][C:3]1[C:4]([O:26][CH2:27][CH2:28][CH2:29][O:30][CH3:31])=[CH:5][C:6]2[CH2:15][CH:14]([CH2:16][O:17][CH3:18])[N:13]3[C:8](=[CH:9][C:10](=[O:24])[C:11]([C:19]([OH:21])=[O:20])=[CH:12]3)[C:7]=2[CH:25]=1. (4) Given the reactants [N:1]1[CH:6]=[CH:5][C:4]([N:7]2[CH2:12][CH2:11][CH:10]([CH2:13][OH:14])[CH2:9][CH2:8]2)=[CH:3][CH:2]=1.[C:15]([O:19][C:20]([N:22]1[CH2:31][CH2:30][C:29]2[C:24](=[CH:25][C:26]([C:32](O)=[O:33])=[CH:27][CH:28]=2)[CH2:23]1)=[O:21])([CH3:18])([CH3:17])[CH3:16].CN(C(ON1N=NC2C=CC=NC1=2)=[N+](C)C)C.F[P-](F)(F)(F)(F)F, predict the reaction product. The product is: [CH2:23]1[C:24]2[C:29](=[CH:28][CH:27]=[C:26]([C:32]([O:14][CH2:13][CH:10]3[CH2:9][CH2:8][N:7]([C:4]4[CH:5]=[CH:6][N:1]=[CH:2][CH:3]=4)[CH2:12][CH2:11]3)=[O:33])[CH:25]=2)[CH2:30][CH2:31][N:22]1[C:20]([O:19][C:15]([CH3:18])([CH3:17])[CH3:16])=[O:21]. (5) Given the reactants Br[C:2]1[CH:3]=[N:4][CH:5]=[C:6]([F:8])[CH:7]=1.[C:9](=[N:22][NH2:23])([C:16]1[CH:21]=[CH:20][CH:19]=[CH:18][CH:17]=1)[C:10]1[CH:15]=[CH:14][CH:13]=[CH:12][CH:11]=1.C1(P(C2C=CC=CC=2)C2C3OC4C(=CC=CC=4P(C4C=CC=CC=4)C4C=CC=CC=4)C(C)(C)C=3C=CC=2)C=CC=CC=1, predict the reaction product. The product is: [C:10]1([C:9]([C:16]2[CH:21]=[CH:20][CH:19]=[CH:18][CH:17]=2)=[N:22][NH:23][C:2]2[CH:3]=[N:4][CH:5]=[C:6]([F:8])[CH:7]=2)[CH:11]=[CH:12][CH:13]=[CH:14][CH:15]=1. (6) Given the reactants [C:1]1([C:27]2[CH:32]=[CH:31][CH:30]=[CH:29][CH:28]=2)[CH:6]=[CH:5][C:4]([N:7]2[CH2:20][C:19]3[C:14](=[CH:15][CH:16]=[CH:17][CH:18]=3)[C:13]3[CH:12]=[C:11]([C:21]4[CH:26]=[CH:25][CH:24]=[CH:23][CH:22]=4)[CH:10]=[CH:9][C:8]2=3)=[CH:3][CH:2]=1.[Mn]([O-])(=O)(=O)=[O:34].[K+], predict the reaction product. The product is: [C:1]1([C:27]2[CH:28]=[CH:29][CH:30]=[CH:31][CH:32]=2)[CH:2]=[CH:3][C:4]([N:7]2[C:20](=[O:34])[C:19]3[C:14](=[CH:15][CH:16]=[CH:17][CH:18]=3)[C:13]3[CH:12]=[C:11]([C:21]4[CH:26]=[CH:25][CH:24]=[CH:23][CH:22]=4)[CH:10]=[CH:9][C:8]2=3)=[CH:5][CH:6]=1. (7) Given the reactants [O:1]([CH2:8][CH2:9][CH2:10][OH:11])[C:2]1[CH:7]=[CH:6][CH:5]=[CH:4][CH:3]=1.[NH2:12][C:13]1[CH:20]=[CH:19][CH:18]=[C:17](F)[C:14]=1[C:15]#[N:16], predict the reaction product. The product is: [NH2:12][C:13]1[CH:20]=[CH:19][CH:18]=[C:17]([O:11][CH2:10][CH2:9][CH2:8][O:1][C:2]2[CH:7]=[CH:6][CH:5]=[CH:4][CH:3]=2)[C:14]=1[C:15]#[N:16]. (8) Given the reactants [CH:1]1([CH2:4][O:5][C:6]2[C:29]([CH2:30]O)=[CH:28][C:9]3[C:10]([CH2:13][CH2:14][CH:15]4[CH2:20][CH2:19][N:18]([C:21]([O:23][C:24]([CH3:27])([CH3:26])[CH3:25])=[O:22])[CH2:17][CH2:16]4)=[N:11][O:12][C:8]=3[CH:7]=2)[CH2:3][CH2:2]1.CS(Cl)(=O)=O.[CH3:37][NH:38][CH3:39].[I-].[Na+].[Cl-].[Na+], predict the reaction product. The product is: [CH:1]1([CH2:4][O:5][C:6]2[C:29]([CH2:30][N:38]([CH3:39])[CH3:37])=[CH:28][C:9]3[C:10]([CH2:13][CH2:14][CH:15]4[CH2:16][CH2:17][N:18]([C:21]([O:23][C:24]([CH3:26])([CH3:27])[CH3:25])=[O:22])[CH2:19][CH2:20]4)=[N:11][O:12][C:8]=3[CH:7]=2)[CH2:3][CH2:2]1. (9) Given the reactants [C:1]([NH:8][CH2:9][CH2:10][CH2:11][OH:12])([O:3][C:4]([CH3:7])([CH3:6])[CH3:5])=[O:2].CC(OI1(OC(C)=O)(OC(C)=O)OC(=O)C2C=CC=CC1=2)=O.[O-]S([O-])(=S)=O.[Na+].[Na+], predict the reaction product. The product is: [C:1]([NH:8][CH2:9][CH2:10][CH:11]=[O:12])([O:3][C:4]([CH3:5])([CH3:6])[CH3:7])=[O:2]. (10) Given the reactants Cl[C:2]1[N:7]=[CH:6][C:5]([CH2:8][O:9][CH:10]2[CH2:15][CH2:14][N:13]([C:16]([O:18][C:19]([CH3:22])([CH3:21])[CH3:20])=[O:17])[CH2:12][CH2:11]2)=[CH:4][CH:3]=1.[CH3:23][O:24][C:25]([NH:27][C:28]1[CH:33]=[CH:32][C:31](B(O)O)=[CH:30][CH:29]=1)=[O:26].C([O-])([O-])=O.[K+].[K+], predict the reaction product. The product is: [CH3:23][O:24][C:25]([NH:27][C:28]1[CH:33]=[CH:32][C:31]([C:2]2[N:7]=[CH:6][C:5]([CH2:8][O:9][CH:10]3[CH2:15][CH2:14][N:13]([C:16]([O:18][C:19]([CH3:22])([CH3:21])[CH3:20])=[O:17])[CH2:12][CH2:11]3)=[CH:4][CH:3]=2)=[CH:30][CH:29]=1)=[O:26].